Task: Predict the product of the given reaction.. Dataset: Forward reaction prediction with 1.9M reactions from USPTO patents (1976-2016) (1) The product is: [CH2:20]([C:17]1[CH:18]=[CH:19][C:13]2[O:12][C:11]([C:8]3[CH:9]=[CH:10][C:5]([CH2:4][OH:3])=[CH:6][C:7]=3[C:27]#[N:28])=[CH:15][C:14]=2[CH:16]=1)[C:21]1[CH:26]=[CH:25][CH:24]=[CH:23][CH:22]=1. Given the reactants C([O:3][C:4](=O)[C:5]1[CH:10]=[CH:9][C:8]([C:11]2[O:12][C:13]3[CH:19]=[CH:18][C:17]([CH2:20][C:21]4[CH:26]=[CH:25][CH:24]=[CH:23][CH:22]=4)=[CH:16][C:14]=3[CH:15]=2)=[C:7]([C:27]#[N:28])[CH:6]=1)C.[BH4-].[Na+].[Cl-].[Ca+2].[Cl-].O, predict the reaction product. (2) Given the reactants [Br:1][C:2]1[CH:7]=[CH:6][C:5]([C@@H:8]2[CH2:12][CH2:11][CH2:10][NH:9]2)=[CH:4][CH:3]=1.CN1CCOCC1.[C:20]([O:24][C:25](O[C:25]([O:24][C:20]([CH3:23])([CH3:22])[CH3:21])=[O:26])=[O:26])([CH3:23])([CH3:22])[CH3:21].C(OCC)(=O)C, predict the reaction product. The product is: [C:20]([O:24][C:25]([N:9]1[CH2:10][CH2:11][CH2:12][C@H:8]1[C:5]1[CH:4]=[CH:3][C:2]([Br:1])=[CH:7][CH:6]=1)=[O:26])([CH3:23])([CH3:22])[CH3:21]. (3) The product is: [C:31]([O:35][C:36](=[O:37])[NH:38][C:39]1[CH:40]=[C:41]2[C:45](=[CH:46][CH:47]=1)[CH2:44][CH:43]([C:48]([N:17]1[CH2:16][CH2:15][CH:14]([N:7]3[C:6]4[CH:20]=[CH:21][C:3]([CH3:2])=[CH:4][C:5]=4[N:9]=[C:8]3[C:10]([OH:13])([CH3:12])[CH3:11])[CH2:19][CH2:18]1)=[O:49])[CH2:42]2)([CH3:34])([CH3:32])[CH3:33]. Given the reactants Cl.[CH3:2][C:3]1[CH:21]=[CH:20][C:6]2[N:7]([CH:14]3[CH2:19][CH2:18][NH:17][CH2:16][CH2:15]3)[C:8]([C:10]([OH:13])([CH3:12])[CH3:11])=[N:9][C:5]=2[CH:4]=1.C(N(CC)C(C)C)(C)C.[C:31]([O:35][C:36]([NH:38][C:39]1[CH:40]=[C:41]2[C:45](=[CH:46][CH:47]=1)[CH2:44][CH:43]([C:48](O)=[O:49])[CH2:42]2)=[O:37])([CH3:34])([CH3:33])[CH3:32].CCN=C=NCCCN(C)C.C1C=CC2N(O)N=NC=2C=1, predict the reaction product. (4) Given the reactants [CH3:1][CH:2]([CH3:10])[C:3](=O)[CH2:4][C:5]([O:7][CH3:8])=[O:6].[CH3:11]OC(OC)N(C)C.Cl.[CH3:20][O:21][C:22]1[CH:27]=[CH:26][C:25]([NH:28][NH2:29])=[CH:24][CH:23]=1, predict the reaction product. The product is: [CH3:20][O:21][C:22]1[CH:27]=[CH:26][C:25]([N:28]2[CH:11]=[C:4]([C:5]([O:7][CH3:8])=[O:6])[C:3]([CH:2]([CH3:10])[CH3:1])=[N:29]2)=[CH:24][CH:23]=1. (5) Given the reactants [CH3:1][S:2][CH2:3][C:4]1[CH:5]=[CH:6][CH:7]=[C:8]2[C:12]=1[NH:11][CH:10]=[CH:9]2.[Cl:13][C:14]1[CH:19]=[CH:18][C:17]([C:20]([C:23]2[CH:28]=[CH:27][C:26]([F:29])=[CH:25][CH:24]=2)(O)[CH3:21])=[CH:16][CH:15]=1.FC1C=CC(C(C2C=CC(F)=CC=2)C2C3C(=C(CSC)C=CC=3)NC=2)=CC=1, predict the reaction product. The product is: [Cl:13][C:14]1[CH:15]=[CH:16][C:17]([C:20]([C:9]2[C:8]3[C:12](=[C:4]([CH2:3][S:2][CH3:1])[CH:5]=[CH:6][CH:7]=3)[NH:11][CH:10]=2)([C:23]2[CH:24]=[CH:25][C:26]([F:29])=[CH:27][CH:28]=2)[CH3:21])=[CH:18][CH:19]=1.